Predict the product of the given reaction. From a dataset of Forward reaction prediction with 1.9M reactions from USPTO patents (1976-2016). Given the reactants [CH2:1]([O:4][C:5]([C@@H:7]1[CH2:12][CH2:11][N:10](C(OC(C)(C)C)=O)[CH2:9][C@H:8]1[C:20]([O:22][CH2:23][CH3:24])=[O:21])=[O:6])[CH:2]=[CH2:3].C(O)(C(F)(F)F)=O, predict the reaction product. The product is: [CH2:1]([O:4][C:5]([C@@H:7]1[CH2:12][CH2:11][NH:10][CH2:9][C@H:8]1[C:20]([O:22][CH2:23][CH3:24])=[O:21])=[O:6])[CH:2]=[CH2:3].